This data is from NCI-60 drug combinations with 297,098 pairs across 59 cell lines. The task is: Regression. Given two drug SMILES strings and cell line genomic features, predict the synergy score measuring deviation from expected non-interaction effect. (1) Drug 1: C1=C(C(=O)NC(=O)N1)N(CCCl)CCCl. Drug 2: CCCS(=O)(=O)NC1=C(C(=C(C=C1)F)C(=O)C2=CNC3=C2C=C(C=N3)C4=CC=C(C=C4)Cl)F. Cell line: HL-60(TB). Synergy scores: CSS=54.1, Synergy_ZIP=3.36, Synergy_Bliss=7.20, Synergy_Loewe=-5.08, Synergy_HSA=1.72. (2) Drug 2: CC1=C(C=C(C=C1)NC(=O)C2=CC=C(C=C2)CN3CCN(CC3)C)NC4=NC=CC(=N4)C5=CN=CC=C5. Cell line: HCT-15. Synergy scores: CSS=69.9, Synergy_ZIP=20.1, Synergy_Bliss=18.6, Synergy_Loewe=-41.9, Synergy_HSA=18.6. Drug 1: CC1=C2C(C(=O)C3(C(CC4C(C3C(C(C2(C)C)(CC1OC(=O)C(C(C5=CC=CC=C5)NC(=O)OC(C)(C)C)O)O)OC(=O)C6=CC=CC=C6)(CO4)OC(=O)C)OC)C)OC. (3) Drug 1: CCC1(CC2CC(C3=C(CCN(C2)C1)C4=CC=CC=C4N3)(C5=C(C=C6C(=C5)C78CCN9C7C(C=CC9)(C(C(C8N6C)(C(=O)OC)O)OC(=O)C)CC)OC)C(=O)OC)O.OS(=O)(=O)O. Drug 2: CCC1=C2CN3C(=CC4=C(C3=O)COC(=O)C4(CC)O)C2=NC5=C1C=C(C=C5)O. Cell line: MOLT-4. Synergy scores: CSS=44.2, Synergy_ZIP=3.43, Synergy_Bliss=4.88, Synergy_Loewe=-38.4, Synergy_HSA=0.444. (4) Drug 1: CC1C(C(CC(O1)OC2CC(CC3=C2C(=C4C(=C3O)C(=O)C5=C(C4=O)C(=CC=C5)OC)O)(C(=O)CO)O)N)O.Cl. Drug 2: C1=NNC2=C1C(=O)NC=N2. Cell line: BT-549. Synergy scores: CSS=1.80, Synergy_ZIP=-3.75, Synergy_Bliss=-3.53, Synergy_Loewe=-3.23, Synergy_HSA=-3.18.